This data is from Forward reaction prediction with 1.9M reactions from USPTO patents (1976-2016). The task is: Predict the product of the given reaction. Given the reactants Br[C:2]1[CH:20]=[CH:19][C:5]([CH2:6][CH:7]2[CH2:11][CH2:10][N:9]([CH:12]3[CH2:17][CH2:16][CH2:15][CH2:14][CH2:13]3)[C:8]2=[O:18])=[C:4]([Cl:21])[CH:3]=1.[Br-].[CH:23]1([Zn+])[CH2:28][CH2:27][CH2:26][CH2:25][CH2:24]1.O, predict the reaction product. The product is: [Cl:21][C:4]1[CH:3]=[C:2]([CH:23]2[CH2:28][CH2:27][CH2:26][CH2:25][CH2:24]2)[CH:20]=[CH:19][C:5]=1[CH2:6][CH:7]1[CH2:11][CH2:10][N:9]([CH:12]2[CH2:17][CH2:16][CH2:15][CH2:14][CH2:13]2)[C:8]1=[O:18].